Dataset: Forward reaction prediction with 1.9M reactions from USPTO patents (1976-2016). Task: Predict the product of the given reaction. (1) Given the reactants [C:1]([C:3]1[CH:4]=[C:5]2[C:9](=[CH:10][C:11]=1[O:12][CH3:13])[N:8]([CH2:14][CH2:15][CH2:16][C:17]([O:19][CH2:20][CH3:21])=[O:18])[N:7]=[CH:6]2)#[N:2].Cl.[NH2:23][OH:24].C(=O)(O)[O-].[Na+], predict the reaction product. The product is: [OH:24][NH:23][C:1](=[NH:2])[C:3]1[CH:4]=[C:5]2[C:9](=[CH:10][C:11]=1[O:12][CH3:13])[N:8]([CH2:14][CH2:15][CH2:16][C:17]([O:19][CH2:20][CH3:21])=[O:18])[N:7]=[CH:6]2. (2) Given the reactants [N+:1]([C:4]1[CH:5]=[N:6][S:7][C:8]=1[O:9][CH2:10][CH:11]1[CH2:16][CH2:15][N:14]([C:17]([O:19][C:20]([CH3:23])([CH3:22])[CH3:21])=[O:18])[CH2:13][CH2:12]1)([O-])=O.CO, predict the reaction product. The product is: [NH2:1][C:4]1[CH:5]=[N:6][S:7][C:8]=1[O:9][CH2:10][CH:11]1[CH2:12][CH2:13][N:14]([C:17]([O:19][C:20]([CH3:23])([CH3:22])[CH3:21])=[O:18])[CH2:15][CH2:16]1. (3) Given the reactants O1[CH2:5][CH2:4][CH2:3]N1.B(O)O.O[C:10]([C:13](O)([CH3:15])[CH3:14])([CH3:12])[CH3:11].[C:17]([O-])(=O)[CH3:18].[K+].[C:22](=O)([O-])[O-].[Cs+].[Cs+], predict the reaction product. The product is: [C:10]1([C:13]2[CH:15]=[CH:18][CH:17]=[CH:22][CH:14]=2)[CH:12]=[CH:5][CH:4]=[CH:3][CH:11]=1. (4) Given the reactants [OH:1][CH:2]1[CH2:7][CH2:6][N:5]([C:8]([N:10]2[CH2:15][CH:14]([C:16]3[CH:21]=[CH:20][C:19]([C:22]([F:25])([F:24])[F:23])=[CH:18][CH:17]=3)[CH2:13][CH:12]([C:26]([OH:28])=O)[CH2:11]2)=[O:9])[CH2:4][CH2:3]1.O[N:30]=[C:31]([NH2:38])[CH2:32][CH2:33][O:34][CH:35]([CH3:37])[CH3:36], predict the reaction product. The product is: [OH:1][CH:2]1[CH2:3][CH2:4][N:5]([C:8]([N:10]2[CH2:15][CH:14]([C:16]3[CH:17]=[CH:18][C:19]([C:22]([F:23])([F:25])[F:24])=[CH:20][CH:21]=3)[CH2:13][CH:12]([C:26]3[O:28][N:38]=[C:31]([CH2:32][CH2:33][O:34][CH:35]([CH3:37])[CH3:36])[N:30]=3)[CH2:11]2)=[O:9])[CH2:6][CH2:7]1. (5) Given the reactants CON(C)[C:4]([C:6]1[C:15](=[O:16])[C:14]2[C:9](=[CH:10][CH:11]=[CH:12][CH:13]=2)[N:8]([CH2:17][C:18]2[CH:23]=[CH:22][CH:21]=[C:20]([Br:24])[N:19]=2)[CH:7]=1)=[O:5].I[C:27]1[CH:32]=[C:31]([CH3:33])[C:30]([CH3:34])=[CH:29][N:28]=1.C([Mg]Cl)(C)C, predict the reaction product. The product is: [Br:24][C:20]1[N:19]=[C:18]([CH2:17][N:8]2[C:9]3[C:14](=[CH:13][CH:12]=[CH:11][CH:10]=3)[C:15](=[O:16])[C:6]([C:4]([C:27]3[CH:32]=[C:31]([CH3:33])[C:30]([CH3:34])=[CH:29][N:28]=3)=[O:5])=[CH:7]2)[CH:23]=[CH:22][CH:21]=1. (6) Given the reactants Br[C:2]1[CH:3]=[C:4]([C:12]([O:14][CH3:15])=[O:13])[C:5]2[C:10]([CH:11]=1)=[CH:9][CH:8]=[CH:7][CH:6]=2.[CH:16](B1OC(C)(C)C(C)(C)O1)=[CH2:17].CN(C=O)C.C([O-])([O-])=O.[Na+].[Na+], predict the reaction product. The product is: [CH:16]([C:2]1[CH:3]=[C:4]([C:12]([O:14][CH3:15])=[O:13])[C:5]2[C:10]([CH:11]=1)=[CH:9][CH:8]=[CH:7][CH:6]=2)=[CH2:17]. (7) Given the reactants Br[CH2:2][CH:3]1[CH2:5][CH2:4]1.[CH:6]1([CH2:12][NH:13][CH2:14][C@H:15]2[N:19]([C:20]3[CH:25]=[CH:24][C:23]([O:26][CH2:27][CH2:28][CH2:29][N:30]4[CH2:35][CH2:34][CH2:33][CH2:32][CH2:31]4)=[CH:22][CH:21]=3)[C:18](=[O:36])[CH2:17][CH2:16]2)[CH2:11][CH2:10][CH2:9][CH2:8][CH2:7]1.C(=O)([O-])[O-].[Cs+].[Cs+].[I-].[K+], predict the reaction product. The product is: [CH:6]1([CH2:12][N:13]([CH2:14][C@H:15]2[N:19]([C:20]3[CH:25]=[CH:24][C:23]([O:26][CH2:27][CH2:28][CH2:29][N:30]4[CH2:31][CH2:32][CH2:33][CH:34]4[CH3:35])=[CH:22][CH:21]=3)[C:18](=[O:36])[CH2:17][CH2:16]2)[CH2:2][CH:3]2[CH2:5][CH2:4]2)[CH2:11][CH2:10][CH2:9][CH2:8][CH2:7]1. (8) Given the reactants [CH3:1][O:2][C:3]1[C:11]2[NH:10][C:9]([C:12]([F:15])([F:14])[F:13])=[N:8][C:7]=2[CH:6]=[CH:5][CH:4]=1.[H-].[Na+].[CH3:18]I, predict the reaction product. The product is: [CH3:1][O:2][C:3]1[C:11]2[N:10]=[C:9]([C:12]([F:15])([F:13])[F:14])[N:8]([CH3:18])[C:7]=2[CH:6]=[CH:5][CH:4]=1. (9) Given the reactants Cl[C:2]1[C:3]2[CH2:17][CH2:16][CH2:15][C:4]=2[N:5]=[C:6]([C:8]2[CH:13]=[CH:12][CH:11]=[C:10]([Cl:14])[CH:9]=2)[N:7]=1.[NH2:18][C:19]1[CH:24]=[CH:23][CH:22]=[CH:21][CH:20]=1, predict the reaction product. The product is: [Cl:14][C:10]1[CH:9]=[C:8]([C:6]2[N:7]=[C:2]([NH:18][C:19]3[CH:24]=[CH:23][CH:22]=[CH:21][CH:20]=3)[C:3]3[CH2:17][CH2:16][CH2:15][C:4]=3[N:5]=2)[CH:13]=[CH:12][CH:11]=1.